From a dataset of Catalyst prediction with 721,799 reactions and 888 catalyst types from USPTO. Predict which catalyst facilitates the given reaction. (1) Reactant: [Cl:1][C:2]1[C:6]([Cl:7])=[C:5]([CH3:8])[NH:4][C:3]=1[C:9]([NH:11][C@@H:12]1[CH2:17][CH2:16][N:15]([C:18]2[S:19][C:20]([C:29]([O:31]CC)=[O:30])=[C:21]([C:23]3[O:24][C:25]([CH3:28])=[N:26][N:27]=3)[N:22]=2)[CH2:14][C@@H:13]1[O:34][CH3:35])=[O:10]. Product: [Cl:1][C:2]1[C:6]([Cl:7])=[C:5]([CH3:8])[NH:4][C:3]=1[C:9]([NH:11][C@@H:12]1[CH2:17][CH2:16][N:15]([C:18]2[S:19][C:20]([C:29]([OH:31])=[O:30])=[C:21]([C:23]3[O:24][C:25]([CH3:28])=[N:26][N:27]=3)[N:22]=2)[CH2:14][C@@H:13]1[O:34][CH3:35])=[O:10]. The catalyst class is: 12. (2) Reactant: Cl[C:2]1[CH:7]=[C:6]([O:8][CH2:9][C:10]2[CH:15]=[CH:14][CH:13]=[CH:12][N:11]=2)[N:5]=[C:4]2[CH2:16][CH2:17][CH2:18][C:3]=12.[CH3:19][C:20]1[CH:25]=[CH:24][CH:23]=[C:22]([Sn](CCCC)(CCCC)CCCC)[N:21]=1.O1CCOCC1. Product: [CH3:19][C:20]1[N:21]=[C:22]([C:2]2[CH:7]=[C:6]([O:8][CH2:9][C:10]3[CH:15]=[CH:14][CH:13]=[CH:12][N:11]=3)[N:5]=[C:4]3[CH2:16][CH2:17][CH2:18][C:3]=23)[CH:23]=[CH:24][CH:25]=1. The catalyst class is: 535. (3) Product: [N:1]([CH2:4][C@H:5]1[CH2:10][NH:9][C:8]2[CH:18]=[CH:19][CH:20]=[C:21]([Br:22])[C:7]=2[O:6]1)=[N+:2]=[N-:3]. The catalyst class is: 4. Reactant: [N:1]([CH2:4][C@H:5]1[CH2:10][N:9](C(OC(C)(C)C)=O)[C:8]2[CH:18]=[CH:19][CH:20]=[C:21]([Br:22])[C:7]=2[O:6]1)=[N+:2]=[N-:3].FC(F)(F)C(O)=O. (4) Reactant: C[O:2][C:3]1[C:4](=[O:29])[N:5]([CH3:28])[C:6]([C:23]([N:25]([CH3:27])[CH3:26])=[O:24])=[C:7]2[C:12]=1[C:11](=[O:13])[N:10](CC1C=CC(OC)=CC=1)[CH2:9][CH2:8]2.Br. Product: [OH:2][C:3]1[C:4](=[O:29])[N:5]([CH3:28])[C:6]([C:23]([N:25]([CH3:26])[CH3:27])=[O:24])=[C:7]2[C:12]=1[C:11](=[O:13])[NH:10][CH2:9][CH2:8]2. The catalyst class is: 52. (5) Reactant: [NH2:1][C:2](=[O:8])/[C:3](/[C:6]#[N:7])=[N:4]/[OH:5].[S:9](Cl)([C:12]1[CH:18]=[CH:17][C:15]([CH3:16])=[CH:14][CH:13]=1)(=[O:11])=[O:10]. Product: [NH2:1][C:2](=[O:8])/[C:3](/[C:6]#[N:7])=[N:4]/[O:5][S:9]([C:12]1[CH:18]=[CH:17][C:15]([CH3:16])=[CH:14][CH:13]=1)(=[O:11])=[O:10]. The catalyst class is: 17. (6) Reactant: [C:1]([O:5][C:6]([CH:8]1[O:30][C:11]2=[CH:12][CH:13]=[C:14]3[C:18]([N:17]([CH2:19][C@H:20]([O:22][Si](C(C)(C)C)(C)C)[CH3:21])[N:16]=[CH:15]3)=[C:10]2[CH2:9]1)=[O:7])([CH3:4])([CH3:3])[CH3:2].[F-].C(=O)(O)[O-].[Na+]. Product: [C:1]([O:5][C:6]([CH:8]1[O:30][C:11]2=[CH:12][CH:13]=[C:14]3[C:18]([N:17]([CH2:19][C@H:20]([OH:22])[CH3:21])[N:16]=[CH:15]3)=[C:10]2[CH2:9]1)=[O:7])([CH3:3])([CH3:2])[CH3:4]. The catalyst class is: 1. (7) Reactant: [CH2:1]([O:8][C:9]1[CH:10]=[C:11]([OH:20])[C:12]([NH:16][C:17]([OH:19])=[O:18])=[C:13]([CH:15]=1)[OH:14])[C:2]1[CH:7]=[CH:6][CH:5]=[CH:4][CH:3]=1.[F:21][C:22]([S:25](O[S:25]([C:22]([F:24])([F:23])[F:21])(=[O:27])=[O:26])(=[O:27])=[O:26])([F:24])[F:23]. Product: [CH2:1]([O:8][C:9]1[CH:10]=[C:11]([O:20][S:25]([C:22]([F:24])([F:23])[F:21])(=[O:27])=[O:26])[C:12]([NH:16][C:17]([OH:19])=[O:18])=[C:13]([O:14][S:25]([C:22]([F:24])([F:23])[F:21])(=[O:27])=[O:26])[CH:15]=1)[C:2]1[CH:3]=[CH:4][CH:5]=[CH:6][CH:7]=1. The catalyst class is: 17. (8) The catalyst class is: 6. Reactant: [F:1][C:2]1[CH:7]=[CH:6][C:5]([C:8]2([C:18]([NH2:20])=O)[C:12]3[CH:13]=[CH:14][CH:15]=[CH:16][C:11]=3[C:10](=[O:17])[O:9]2)=[CH:4][CH:3]=1.[NH2:21][C@@H:22]1[CH2:27][CH2:26][CH2:25][CH2:24][C@H:23]1N.C1(C)C=CC=CC=1. Product: [F:1][C:2]1[CH:7]=[CH:6][C:5]([C:8]2([OH:9])[C:12]3[C:11](=[CH:16][CH:15]=[CH:14][CH:13]=3)[C:10](=[O:17])[N:21]3[CH:22]4[CH2:27][CH2:26][CH2:25][CH2:24][CH:23]4[N:20]=[C:18]23)=[CH:4][CH:3]=1. (9) Reactant: [Br:1][C:2]1[CH:7]=[CH:6][C:5]([OH:8])=[CH:4][C:3]=1[CH3:9].[C:10]1(B(O)O)[CH:15]=[CH:14][CH:13]=[CH:12][CH:11]=1. Product: [Br:1][C:2]1[CH:7]=[CH:6][C:5]([O:8][C:10]2[CH:15]=[CH:14][CH:13]=[CH:12][CH:11]=2)=[CH:4][C:3]=1[CH3:9]. The catalyst class is: 2.